Dataset: Reaction yield outcomes from USPTO patents with 853,638 reactions. Task: Predict the reaction yield, written as a fraction of the theoretical maximum amount of product (1.0 means a 100% yield; for example, 0.34 means a 34% yield). The reactants are [NH:1]1[CH:5]=[C:4]([C:6]#[N:7])[N:3]=[CH:2]1.[CH3:8][Si:9]([CH3:16])([CH3:15])[CH2:10][CH2:11][O:12][CH2:13]Cl.C([O-])([O-])=O.[K+].[K+].CC(C)=O. The catalyst is CCOC(C)=O. The product is [CH3:8][Si:9]([CH3:16])([CH3:15])[CH2:10][CH2:11][O:12][CH2:13][N:1]1[CH:5]=[C:4]([C:6]#[N:7])[N:3]=[CH:2]1. The yield is 0.700.